This data is from Catalyst prediction with 721,799 reactions and 888 catalyst types from USPTO. The task is: Predict which catalyst facilitates the given reaction. (1) Reactant: [CH3:1][C:2]1[N:3]=[C:4]([C:24]2[CH:29]=[CH:28][CH:27]=[CH:26][C:25]=2[O:30]CC2C=CC=CC=2)[N:5]([CH2:16][CH2:17][C:18]2[CH:23]=[CH:22][CH:21]=[CH:20][CH:19]=2)[C:6](=[O:15])[C:7]=1[C:8]1[S:12][C:11]([C:13]#[N:14])=[CH:10][CH:9]=1.N#N. Product: [NH2:14][CH2:13][C:11]1[S:12][C:8]([C:7]2[C:6](=[O:15])[N:5]([CH2:16][CH2:17][C:18]3[CH:19]=[CH:20][CH:21]=[CH:22][CH:23]=3)[C:4]([C:24]3[CH:29]=[CH:28][CH:27]=[CH:26][C:25]=3[OH:30])=[N:3][C:2]=2[CH3:1])=[CH:9][CH:10]=1. The catalyst class is: 19. (2) Reactant: [CH3:1][C:2]1[N:7]=[C:6]2[NH:8][CH:9]=[CH:10][C:5]2=[CH:4][CH:3]=1.[C:11](O)(=[O:13])C.C1N2CN3CN(C2)CN1C3. Product: [CH3:1][C:2]1[N:7]=[C:6]2[NH:8][CH:9]=[C:10]([CH:11]=[O:13])[C:5]2=[CH:4][CH:3]=1. The catalyst class is: 6. (3) Reactant: C(OC([N:8]([CH2:47][CH2:48][N:49]([CH3:51])[CH3:50])[S:9]([C:12]1[CH:46]=[CH:45][C:15]([C:16]([O:18][C@H:19]([C:30]2[CH:35]=[CH:34][C:33]([O:36][CH:37]([F:39])[F:38])=[C:32]([O:40][CH2:41][CH:42]3[CH2:44][CH2:43]3)[CH:31]=2)[CH2:20][C:21]2[C:26]([Cl:27])=[CH:25][N+:24]([O-:28])=[CH:23][C:22]=2[Cl:29])=[O:17])=[CH:14][CH:13]=1)(=[O:11])=[O:10])=O)(C)(C)C.Cl.O1CCOCC1. Product: [Cl:29][C:22]1[CH:23]=[N+:24]([O-:28])[CH:25]=[C:26]([Cl:27])[C:21]=1[CH2:20][C@@H:19]([C:30]1[CH:35]=[CH:34][C:33]([O:36][CH:37]([F:38])[F:39])=[C:32]([O:40][CH2:41][CH:42]2[CH2:43][CH2:44]2)[CH:31]=1)[O:18][C:16](=[O:17])[C:15]1[CH:14]=[CH:13][C:12]([S:9](=[O:11])(=[O:10])[NH:8][CH2:47][CH2:48][N:49]([CH3:51])[CH3:50])=[CH:46][CH:45]=1. The catalyst class is: 2. (4) Reactant: [Br:1][C:2]1[CH:3]=[C:4](B(O)O)[C:5]([F:8])=[N:6][CH:7]=1.I[C:13]1[CH:18]=[CH:17][CH:16]=[CH:15][CH:14]=1.C([O-])([O-])=O.[Na+].[Na+].C(OCC)(=O)C. Product: [Br:1][C:2]1[CH:3]=[C:4]([C:13]2[CH:18]=[CH:17][CH:16]=[CH:15][CH:14]=2)[C:5]([F:8])=[N:6][CH:7]=1. The catalyst class is: 77.